Dataset: Full USPTO retrosynthesis dataset with 1.9M reactions from patents (1976-2016). Task: Predict the reactants needed to synthesize the given product. Given the product [F:1][C:2]1[CH:7]=[CH:6][C:5]([CH:12]([OH:13])[C:11]2[CH:10]=[CH:14][C:11]([CH:12]=[O:13])=[CH:10][CH:14]=2)=[CH:4][CH:3]=1, predict the reactants needed to synthesize it. The reactants are: [F:1][C:2]1[CH:7]=[CH:6][C:5]([Mg]Br)=[CH:4][CH:3]=1.[CH2:10]1[CH2:14][O:13][CH2:12][CH2:11]1.